Binary Classification. Given a T-cell receptor sequence (or CDR3 region) and an epitope sequence, predict whether binding occurs between them. From a dataset of TCR-epitope binding with 47,182 pairs between 192 epitopes and 23,139 TCRs. (1) The epitope is YFPLQSYGF. The TCR CDR3 sequence is CASSYFSGVTDTQYF. Result: 1 (the TCR binds to the epitope). (2) Result: 1 (the TCR binds to the epitope). The epitope is AVFDRKSDAK. The TCR CDR3 sequence is CASRHSGVNQPQHF. (3) The epitope is IVTDFSVIK. The TCR CDR3 sequence is CASGFTDAGATNYGYTF. Result: 1 (the TCR binds to the epitope). (4) The epitope is VTEHDTLLY. The TCR CDR3 sequence is CASSPGTQETQYF. Result: 0 (the TCR does not bind to the epitope). (5) Result: 1 (the TCR binds to the epitope). The epitope is IPSINVHHY. The TCR CDR3 sequence is CASNAGTGNEQYF.